Dataset: Forward reaction prediction with 1.9M reactions from USPTO patents (1976-2016). Task: Predict the product of the given reaction. (1) Given the reactants [C:1]1([C:31]2[CH:36]=[CH:35][CH:34]=[CH:33][CH:32]=2)[CH:6]=[CH:5][CH:4]=[C:3]([C:7]2[N:30]=[C:10]3[N:11]=[C:12]([CH3:29])[C:13]([C:23](=[O:28])[C:24]([O:26][CH3:27])=[O:25])=[C:14]([N:15]4[CH2:20][CH2:19][C:18]([CH3:22])([CH3:21])[CH2:17][CH2:16]4)[N:9]3[N:8]=2)[CH:2]=1.CB1N2CCC[C@@H]2C(C2C=CC=CC=2)(C2C=CC=CC=2)O1.C1(C)C=CC=CC=1.C1COCC1, predict the reaction product. The product is: [C:1]1([C:31]2[CH:32]=[CH:33][CH:34]=[CH:35][CH:36]=2)[CH:6]=[CH:5][CH:4]=[C:3]([C:7]2[N:30]=[C:10]3[N:11]=[C:12]([CH3:29])[C:13]([C@H:23]([OH:28])[C:24]([O:26][CH3:27])=[O:25])=[C:14]([N:15]4[CH2:16][CH2:17][C:18]([CH3:22])([CH3:21])[CH2:19][CH2:20]4)[N:9]3[N:8]=2)[CH:2]=1. (2) Given the reactants [CH3:1][C:2]1([CH3:14])[C:6]([CH3:8])([CH3:7])[O:5][B:4]([C:9]2[CH:10]=[N:11][NH:12][CH:13]=2)[O:3]1.Br[CH2:16][C:17]([O:19][C:20]([CH3:23])([CH3:22])[CH3:21])=[O:18].C(=O)([O-])[O-].[Cs+].[Cs+], predict the reaction product. The product is: [CH3:1][C:2]1([CH3:14])[C:6]([CH3:7])([CH3:8])[O:5][B:4]([C:9]2[CH:13]=[N:12][N:11]([CH2:16][C:17]([O:19][C:20]([CH3:23])([CH3:22])[CH3:21])=[O:18])[CH:10]=2)[O:3]1.